Dataset: Catalyst prediction with 721,799 reactions and 888 catalyst types from USPTO. Task: Predict which catalyst facilitates the given reaction. (1) Reactant: Cl.[F:2][C:3]1[CH:8]=[C:7]([F:9])[CH:6]=[CH:5][C:4]=1[CH:10]1[N:14]([C:15]2[CH:20]=[CH:19][CH:18]=[C:17]([C:21]3[CH2:22][CH2:23][NH:24][CH2:25][CH:26]=3)[CH:16]=2)[N:13]=[C:12]([C:27]([F:33])([F:32])[C:28]([F:31])([F:30])[F:29])[CH2:11]1.C(N(CC)CC)C.[CH3:41][S:42](Cl)(=[O:44])=[O:43]. Product: [F:2][C:3]1[CH:8]=[C:7]([F:9])[CH:6]=[CH:5][C:4]=1[CH:10]1[N:14]([C:15]2[CH:20]=[CH:19][CH:18]=[C:17]([C:21]3[CH2:22][CH2:23][N:24]([S:42]([CH3:41])(=[O:44])=[O:43])[CH2:25][CH:26]=3)[CH:16]=2)[N:13]=[C:12]([C:27]([F:32])([F:33])[C:28]([F:31])([F:30])[F:29])[CH2:11]1. The catalyst class is: 4. (2) Reactant: Cl[CH2:2][C:3]([CH:5]1[CH2:10][CH2:9][N:8]([C:11]([O:13][C:14]([CH3:17])([CH3:16])[CH3:15])=[O:12])[CH2:7][CH2:6]1)=[O:4].[Cl:18][C:19]1[CH:20]=[CH:21][C:22]([OH:29])=[C:23]([NH:25][C:26]([NH2:28])=[O:27])[CH:24]=1.C([O-])([O-])=O.[K+].[K+]. Product: [Cl:18][C:19]1[CH:20]=[CH:21][C:22]([O:29][CH2:2][C:3]([CH:5]2[CH2:10][CH2:9][N:8]([C:11]([O:13][C:14]([CH3:17])([CH3:16])[CH3:15])=[O:12])[CH2:7][CH2:6]2)=[O:4])=[C:23]([NH:25][C:26]([NH2:28])=[O:27])[CH:24]=1. The catalyst class is: 16. (3) Reactant: [Cl:1][C:2]1[CH:7]=[CH:6][C:5]([C:8]2[CH:13]=[CH:12][N:11]3[C:14](=[O:17])[NH:15][N:16]=[C:10]3[C:9]=2[C:18]2[CH:23]=[CH:22][C:21]([Cl:24])=[CH:20][CH:19]=2)=[CH:4][CH:3]=1.C([O-])([O-])=O.[K+].[K+].Br[CH2:32][CH2:33][CH:34]([CH3:36])[CH3:35]. Product: [Cl:1][C:2]1[CH:7]=[CH:6][C:5]([C:8]2[CH:13]=[CH:12][N:11]3[C:14](=[O:17])[N:15]([CH2:32][CH2:33][CH:34]([CH3:36])[CH3:35])[N:16]=[C:10]3[C:9]=2[C:18]2[CH:19]=[CH:20][C:21]([Cl:24])=[CH:22][CH:23]=2)=[CH:4][CH:3]=1. The catalyst class is: 3. (4) Reactant: C[O:2][C:3](=[O:24])[C:4]1[CH:9]=[CH:8][CH:7]=[C:6]([CH2:10][N:11]2[CH:15]=[C:14]([C:16]3[CH:21]=[CH:20][C:19]([C:22]#[N:23])=[CH:18][CH:17]=3)[CH:13]=[N:12]2)[CH:5]=1. Product: [C:22]([C:19]1[CH:18]=[CH:17][C:16]([C:14]2[CH:13]=[N:12][N:11]([CH2:10][C:6]3[CH:5]=[C:4]([CH:9]=[CH:8][CH:7]=3)[C:3]([OH:24])=[O:2])[CH:15]=2)=[CH:21][CH:20]=1)#[N:23]. The catalyst class is: 24. (5) Reactant: [CH2:1]([O:8][C:9](=[O:18])[NH:10][C:11]1([CH3:17])[CH2:16][CH2:15][NH:14][CH2:13][CH2:12]1)[C:2]1[CH:7]=[CH:6][CH:5]=[CH:4][CH:3]=1.Cl[C:20]1[CH:25]=[C:24]([C:26]#[N:27])[CH:23]=[CH:22][N:21]=1.C(N(C(C)C)CC)(C)C. Product: [CH2:1]([O:8][C:9](=[O:18])[NH:10][C:11]1([CH3:17])[CH2:16][CH2:15][N:14]([C:20]2[CH:25]=[C:24]([C:26]#[N:27])[CH:23]=[CH:22][N:21]=2)[CH2:13][CH2:12]1)[C:2]1[CH:7]=[CH:6][CH:5]=[CH:4][CH:3]=1. The catalyst class is: 12. (6) Reactant: [OH:1][CH2:2][C:3]1[CH:4]=[CH:5][C:6]([CH3:11])=[C:7]([CH:10]=1)[CH:8]=[O:9].OOS([O-])=O.[K+].Cl.[OH2:19].[CH3:20]O. Product: [OH:1][CH2:2][C:3]1[CH:4]=[CH:5][C:6]([CH3:11])=[C:7]([CH:10]=1)[C:8]([O:19][CH3:20])=[O:9]. The catalyst class is: 25.